This data is from Full USPTO retrosynthesis dataset with 1.9M reactions from patents (1976-2016). The task is: Predict the reactants needed to synthesize the given product. (1) Given the product [C:9]([OH:40])(=[O:8])[CH3:14].[NH2:24][C:22]1[C:23]2[C:15]([C:4]3[CH:5]=[CH:6][C:7]([O:8][C:9]4[CH:14]=[CH:13][CH:12]=[CH:11][CH:10]=4)=[C:2]([NH:1][C:38](=[O:40])[CH3:39])[CH:3]=3)=[CH:16][N:17]([C@H:25]3[CH2:30][CH2:29][C@H:28]([N:31]4[CH2:32][CH2:33][N:34]([CH3:37])[CH2:35][CH2:36]4)[CH2:27][CH2:26]3)[C:18]=2[N:19]=[CH:20][N:21]=1, predict the reactants needed to synthesize it. The reactants are: [NH2:1][C:2]1[CH:3]=[C:4]([C:15]2[C:23]3[C:22]([NH2:24])=[N:21][CH:20]=[N:19][C:18]=3[N:17]([C@H:25]3[CH2:30][CH2:29][C@H:28]([N:31]4[CH2:36][CH2:35][N:34]([CH3:37])[CH2:33][CH2:32]4)[CH2:27][CH2:26]3)[CH:16]=2)[CH:5]=[CH:6][C:7]=1[O:8][C:9]1[CH:14]=[CH:13][CH:12]=[CH:11][CH:10]=1.[C:38](Cl)(=[O:40])[CH3:39]. (2) Given the product [Br:15][C:16]1[CH:17]=[CH:18][C:19]([O:26][CH2:28][CH2:29][NH:30][C:31]([O:32][C:33]([CH3:36])([CH3:35])[CH3:34])=[O:37])=[C:20]([CH:25]=1)[C:21]([O:23][CH3:24])=[O:22], predict the reactants needed to synthesize it. The reactants are: CC(OC(/N=N/C(OC(C)C)=O)=O)C.[Br:15][C:16]1[CH:17]=[CH:18][C:19]([OH:26])=[C:20]([CH:25]=1)[C:21]([O:23][CH3:24])=[O:22].O[CH2:28][CH2:29][NH:30][C:31](=[O:37])[O:32][C:33]([CH3:36])([CH3:35])[CH3:34].C1(P(C2C=CC=CC=2)C2C=CC=CC=2)C=CC=CC=1.